Dataset: Peptide-MHC class II binding affinity with 134,281 pairs from IEDB. Task: Regression. Given a peptide amino acid sequence and an MHC pseudo amino acid sequence, predict their binding affinity value. This is MHC class II binding data. The peptide sequence is EAIIRILQQLLFIHFRIGCQHSR. The MHC is HLA-DQA10401-DQB10402 with pseudo-sequence HLA-DQA10401-DQB10402. The binding affinity (normalized) is 0.261.